From a dataset of Full USPTO retrosynthesis dataset with 1.9M reactions from patents (1976-2016). Predict the reactants needed to synthesize the given product. (1) The reactants are: [CH3:1][N:2]1[C:6]([C:7]2[CH:8]=[C:9]([C:13]([OH:15])=O)[S:10][C:11]=2[CH3:12])=[C:5]([CH3:16])[CH:4]=[N:3]1.[NH2:17][C@@H:18]([CH2:31][C:32]1[CH:37]=[CH:36][CH:35]=[C:34]([F:38])[CH:33]=1)[CH2:19][N:20]1[C:28](=[O:29])[C:27]2[C:22](=[CH:23][CH:24]=[CH:25][CH:26]=2)[C:21]1=[O:30].CC(OC(N[C@H](C(O)=O)CC1C=CC=CC=1C(F)(F)F)=O)(C)C.C1CN([P+](Br)(N2CCCC2)N2CCCC2)CC1.F[P-](F)(F)(F)(F)F.CCN(C(C)C)C(C)C. Given the product [CH3:1][N:2]1[C:6]([C:7]2[CH:8]=[C:9]([C:13]([NH:17][C@@H:18]([CH2:31][C:32]3[CH:37]=[CH:36][CH:35]=[C:34]([F:38])[CH:33]=3)[CH2:19][N:20]3[C:28](=[O:29])[C:27]4[C:22](=[CH:23][CH:24]=[CH:25][CH:26]=4)[C:21]3=[O:30])=[O:15])[S:10][C:11]=2[CH3:12])=[C:5]([CH3:16])[CH:4]=[N:3]1, predict the reactants needed to synthesize it. (2) Given the product [Cl:19][C:13]1[CH:14]=[C:15]([F:18])[CH:16]=[CH:17][C:12]=1[O:11][CH:8]([C:6]1[CH:5]=[CH:4][N:3]=[C:2]([NH2:1])[N:7]=1)[CH2:9][O:10][CH3:22], predict the reactants needed to synthesize it. The reactants are: [NH2:1][C:2]1[N:7]=[C:6]([CH:8]([O:11][C:12]2[CH:17]=[CH:16][C:15]([F:18])=[CH:14][C:13]=2[Cl:19])[CH2:9][OH:10])[CH:5]=[CH:4][N:3]=1.[H-].[Na+].[CH3:22]I.[Cl-].[NH4+]. (3) Given the product [CH:37]1([NH:42][C:3]2[N:8]=[C:7]([C:9]3[C:10]([CH:18]([C:20]4[CH:25]=[CH:24][CH:23]=[CH:22][CH:21]=4)[OH:19])=[N:11][N:12]4[CH:17]=[CH:16][CH:15]=[CH:14][C:13]=34)[CH:6]=[CH:5][N:4]=2)[CH2:41][CH2:40][CH2:39][CH2:38]1, predict the reactants needed to synthesize it. The reactants are: CS[C:3]1[N:8]=[C:7]([C:9]2[C:10]([CH:18]([C:20]3[CH:25]=[CH:24][CH:23]=[CH:22][CH:21]=3)[OH:19])=[N:11][N:12]3[CH:17]=[CH:16][CH:15]=[CH:14][C:13]=23)[CH:6]=[CH:5][N:4]=1.ClC1C=C(C=CC=1)C(OO)=O.[CH:37]1([NH2:42])[CH2:41][CH2:40][CH2:39][CH2:38]1. (4) Given the product [OH:13][C:11]1[CH:10]=[C:6]([CH:5]=[C:4]([CH2:3][OH:2])[CH:12]=1)[C:7]([OH:9])=[O:8], predict the reactants needed to synthesize it. The reactants are: C[O:2][C:3](=O)[C:4]1[CH:12]=[C:11]([OH:13])[CH:10]=[C:6]([C:7]([OH:9])=[O:8])[CH:5]=1.[H-].[Al+3].[Li+].[H-].[H-].[H-].COC(=O)C1C=C(CO)C=C(O)C=1.[OH-].[Na+].Cl. (5) The reactants are: Cl.[CH:2]1([C:5]2[C:6]([O:19][CH2:20][CH:21]3[CH2:26][CH2:25][NH:24][CH2:23][CH2:22]3)=[CH:7][C:8]([F:18])=[C:9]([CH:17]=2)[C:10]([NH:12][S:13]([CH3:16])(=[O:15])=[O:14])=[O:11])[CH2:4][CH2:3]1.[Br:27][C:28]1[C:35]([F:36])=[CH:34][C:31]([CH:32]=O)=[C:30]([F:37])[CH:29]=1. Given the product [Br:27][C:28]1[C:35]([F:36])=[CH:34][C:31]([CH2:32][N:24]2[CH2:23][CH2:22][CH:21]([CH2:20][O:19][C:6]3[C:5]([CH:2]4[CH2:4][CH2:3]4)=[CH:17][C:9]([C:10]([NH:12][S:13]([CH3:16])(=[O:14])=[O:15])=[O:11])=[C:8]([F:18])[CH:7]=3)[CH2:26][CH2:25]2)=[C:30]([F:37])[CH:29]=1, predict the reactants needed to synthesize it. (6) The reactants are: [CH2:1]([O:8][C:9]1[CH:10]=[C:11]([CH:14]=[CH:15][CH:16]=1)[CH2:12][OH:13])[C:2]1[CH:7]=[CH:6][CH:5]=[CH:4][CH:3]=1.[Cl:17][C:18]1[CH:23]=[N:22][CH:21]=[C:20](Cl)[N:19]=1. Given the product [CH2:1]([O:8][C:9]1[CH:10]=[C:11]([CH:14]=[CH:15][CH:16]=1)[CH2:12][O:13][C:20]1[CH:21]=[N:22][CH:23]=[C:18]([Cl:17])[N:19]=1)[C:2]1[CH:3]=[CH:4][CH:5]=[CH:6][CH:7]=1, predict the reactants needed to synthesize it. (7) Given the product [F:27][CH:25]([F:26])[C:15]1[N:14]([C:5]2[N:4]=[C:3]3[C:2]([N:1]=[CH:42][N:28]3[CH:29]3[CH2:34][CH2:33][N:32]([C:35]([O:37][C:38]([CH3:41])([CH3:40])[CH3:39])=[O:36])[CH2:31][CH2:30]3)=[C:7]([N:8]3[CH2:9][CH2:10][O:11][CH2:12][CH2:13]3)[N:6]=2)[C:18]2[CH:19]=[CH:20][CH:21]=[C:22]([O:23][CH3:24])[C:17]=2[N:16]=1, predict the reactants needed to synthesize it. The reactants are: [NH2:1][C:2]1[C:3]([NH:28][CH:29]2[CH2:34][CH2:33][N:32]([C:35]([O:37][C:38]([CH3:41])([CH3:40])[CH3:39])=[O:36])[CH2:31][CH2:30]2)=[N:4][C:5]([N:14]2[C:18]3[CH:19]=[CH:20][CH:21]=[C:22]([O:23][CH3:24])[C:17]=3[N:16]=[C:15]2[CH:25]([F:27])[F:26])=[N:6][C:7]=1[N:8]1[CH2:13][CH2:12][O:11][CH2:10][CH2:9]1.[CH3:42]OC(OC)OC.O. (8) Given the product [CH3:15][S:16]([O:4][CH2:3][C@H:2]([CH3:1])[CH2:5][CH2:6][O:7][S:16]([CH3:15])(=[O:18])=[O:17])(=[O:18])=[O:17], predict the reactants needed to synthesize it. The reactants are: [CH3:1][C@H:2]([CH2:5][CH2:6][OH:7])[CH2:3][OH:4].C(N(CC)CC)C.[CH3:15][S:16](Cl)(=[O:18])=[O:17].Cl.